This data is from Full USPTO retrosynthesis dataset with 1.9M reactions from patents (1976-2016). The task is: Predict the reactants needed to synthesize the given product. Given the product [CH3:21][NH:22][C:24]([C:9]1[CH:6]=[CH:4][NH:3][CH:7]=1)=[O:28], predict the reactants needed to synthesize it. The reactants are: CC[N:3]([CH:7]([CH3:9])C)[CH:4]([CH3:6])C.N1C=CC(C(O)=O)=C1.Cl.CN.[CH3:21][N:22]([C:24]([O:28]N1N=NC2C=CC=NC1=2)=[N+](C)C)C.F[P-](F)(F)(F)(F)F.